From a dataset of Full USPTO retrosynthesis dataset with 1.9M reactions from patents (1976-2016). Predict the reactants needed to synthesize the given product. (1) Given the product [Cl:1][C:2]1[C:10]([Cl:11])=[CH:9][CH:8]=[CH:7][C:3]=1[C:4]1[CH:37]=[C:36]([CH2:35][N:32]2[CH2:33][CH2:34][N:29]([CH2:28][C@H:27]([OH:38])[CH2:26][O:25][C:22]3[CH:23]=[CH:24][C:18]4[S:17][C:16]([CH3:15])=[N:20][C:19]=4[CH:21]=3)[CH2:30][CH2:31]2)[O:6][N:5]=1, predict the reactants needed to synthesize it. The reactants are: [Cl:1][C:2]1[C:10]([Cl:11])=[CH:9][CH:8]=[CH:7][C:3]=1[CH:4]=[N:5][OH:6].Cl[O-].[Na+].[CH3:15][C:16]1[S:17][C:18]2[CH:24]=[CH:23][C:22]([O:25][CH2:26][C@@H:27]([OH:38])[CH2:28][N:29]3[CH2:34][CH2:33][N:32]([CH2:35][C:36]#[CH:37])[CH2:31][CH2:30]3)=[CH:21][C:19]=2[N:20]=1.C(N(CC)CC)C. (2) Given the product [C:1]([O:5][C:6](=[O:44])[NH:7][C:8]1[CH:9]=[C:10]2[CH:16]=[C:15]([C:17]([C:25]3[CH:26]=[CH:27][C:28]([S:31]([CH3:34])(=[O:33])=[O:32])=[CH:29][CH:30]=3)=[CH:18][CH:19]3[CH2:20][CH2:21][O:22][CH2:23][CH2:24]3)[NH:14][C:11]2=[N:12][CH:13]=1)([CH3:3])([CH3:4])[CH3:2], predict the reactants needed to synthesize it. The reactants are: [C:1]([O:5][C:6](=[O:44])[NH:7][C:8]1[CH:9]=[C:10]2[CH:16]=[C:15]([C:17]([C:25]3[CH:30]=[CH:29][C:28]([S:31]([CH3:34])(=[O:33])=[O:32])=[CH:27][CH:26]=3)=[CH:18][CH:19]3[CH2:24][CH2:23][O:22][CH2:21][CH2:20]3)[N:14](S(C3C=CC=CC=3)(=O)=O)[C:11]2=[N:12][CH:13]=1)([CH3:4])([CH3:3])[CH3:2].[F-].C([N+](CCCC)(CCCC)CCCC)CCC.O1CCCC1. (3) Given the product [CH3:1][O:2][C:3]([C:5]1[NH:6][C:7]2[C:12]([CH:13]=1)=[CH:11][CH:10]=[C:9]([O:14][C:17]1[S:18][C:19]3[C:20]([N:25]=1)=[N:21][CH:22]=[CH:23][CH:24]=3)[CH:8]=2)=[O:4], predict the reactants needed to synthesize it. The reactants are: [CH3:1][O:2][C:3]([C:5]1[NH:6][C:7]2[C:12]([CH:13]=1)=[CH:11][CH:10]=[C:9]([OH:14])[CH:8]=2)=[O:4].Cl.Cl[C:17]1[S:18][C:19]2[C:20]([N:25]=1)=[N:21][CH:22]=[CH:23][CH:24]=2.C([O-])([O-])=O.[Cs+].[Cs+]. (4) Given the product [C:17]([O:16][C:14]([N:9]1[CH2:8][CH:7]([CH3:21])[C:6]2=[C:4]([OH:5])[N:24]3[C:23]([N:22]=[C:12]2[CH2:11][CH2:10]1)=[CH:27][CH:26]=[N:25]3)=[O:15])([CH3:18])([CH3:19])[CH3:20], predict the reactants needed to synthesize it. The reactants are: C(O[C:4]([CH:6]1[C:12](=O)[CH2:11][CH2:10][N:9]([C:14]([O:16][C:17]([CH3:20])([CH3:19])[CH3:18])=[O:15])[CH2:8][CH:7]1[CH3:21])=[O:5])C.[NH2:22][C:23]1[CH:27]=[CH:26][NH:25][N:24]=1. (5) Given the product [CH2:1]([O:3][C:4](=[O:31])[CH2:5][O:6][C:7]1[CH:12]=[CH:11][C:10]([S:13][C:14]2[CH:19]=[C:18]([C:20]#[C:21][CH2:22][N:23]3[CH2:28][CH2:27][O:26][CH2:25][CH2:24]3)[CH:17]=[C:16]([O:29][CH2:32][CH:33]([CH3:36])[CH3:34])[CH:15]=2)=[CH:9][C:8]=1[CH3:30])[CH3:2], predict the reactants needed to synthesize it. The reactants are: [CH2:1]([O:3][C:4](=[O:31])[CH2:5][O:6][C:7]1[CH:12]=[CH:11][C:10]([S:13][C:14]2[CH:19]=[C:18]([C:20]#[C:21][CH2:22][N:23]3[CH2:28][CH2:27][O:26][CH2:25][CH2:24]3)[CH:17]=[C:16]([OH:29])[CH:15]=2)=[CH:9][C:8]=1[CH3:30])[CH3:2].[CH3:32][CH:33]([CH3:36])[CH2:34]O.C(P(CCCC)CCCC)CCC.N(C(N1CCCCC1)=O)=NC(N1CCCCC1)=O. (6) Given the product [CH2:17]([C@H:16]([NH:24][C:25](=[O:43])[C@@H:26]([N:30]1[CH2:34][CH2:33][N:32]([CH2:35][C:36]2[N:37]=[C:38]([CH3:41])[S:39][CH:40]=2)[C:31]1=[O:42])[CH:27]([CH3:29])[CH3:28])[C@H:15]([OH:44])[CH2:14][N:13]([S:10]([C:7]1[CH:8]=[CH:9][C:4](/[CH:3]=[N:2]/[OH:1])=[CH:5][CH:6]=1)(=[O:11])=[O:12])[CH2:45][CH:46]1[CH2:50][CH2:49][CH2:48][NH:47]1)[C:18]1[CH:19]=[CH:20][CH:21]=[CH:22][CH:23]=1, predict the reactants needed to synthesize it. The reactants are: [OH:1][N:2]=[CH:3][C:4]1[CH:9]=[CH:8][C:7]([S:10]([N:13]([CH2:45][CH:46]2[CH2:50][CH2:49][CH2:48][N:47]2C(OC(C)(C)C)=O)[CH2:14][C@@H:15]([OH:44])[C@@H:16]([NH:24][C:25](=[O:43])[C@@H:26]([N:30]2[CH2:34][CH2:33][N:32]([CH2:35][C:36]3[N:37]=[C:38]([CH3:41])[S:39][CH:40]=3)[C:31]2=[O:42])[CH:27]([CH3:29])[CH3:28])[CH2:17][C:18]2[CH:23]=[CH:22][CH:21]=[CH:20][CH:19]=2)(=[O:12])=[O:11])=[CH:6][CH:5]=1. (7) Given the product [C:28]([C:32]1[N:33]=[C:34]([N:57]2[CH2:58][CH2:59][CH2:60][CH:56]2[C:54]2[O:53][N:52]=[C:51]([CH3:50])[CH:55]=2)[C:35]2[N:40]=[N:39][N:38]([CH2:41][C:42]3[CH:47]=[CH:46][CH:45]=[CH:44][C:43]=3[Cl:48])[C:36]=2[N:37]=1)([CH3:31])([CH3:30])[CH3:29], predict the reactants needed to synthesize it. The reactants are: C(C1N=C(N2CCOCC2)C2N=NN(CC3C=CC=CC=3Cl)C=2N=1)(C)(C)C.[C:28]([C:32]1[N:33]=[C:34](Cl)[C:35]2[N:40]=[N:39][N:38]([CH2:41][C:42]3[CH:47]=[CH:46][CH:45]=[CH:44][C:43]=3[Cl:48])[C:36]=2[N:37]=1)([CH3:31])([CH3:30])[CH3:29].[CH3:50][C:51]1[CH:55]=[C:54]([CH:56]2[CH2:60][CH2:59][CH2:58][NH:57]2)[O:53][N:52]=1. (8) Given the product [Cl:17][C:18]1[C:19]([C:2]2[Se:6][C:5]([C:7]([NH:9][C:10]3[CH:15]=[CH:14][CH:13]=[CH:12][C:11]=3[F:16])=[O:8])=[CH:4][CH:3]=2)=[CH:20][C:21]2[O:25][C:24]([CH3:26])=[N:23][C:22]=2[CH:27]=1, predict the reactants needed to synthesize it. The reactants are: Br[C:2]1[Se:6][C:5]([C:7]([NH:9][C:10]2[CH:15]=[CH:14][CH:13]=[CH:12][C:11]=2[F:16])=[O:8])=[CH:4][CH:3]=1.[Cl:17][C:18]1[C:19](B2OC(C)(C)C(C)(C)O2)=[CH:20][C:21]2[O:25][C:24]([CH3:26])=[N:23][C:22]=2[CH:27]=1.C(=O)([O-])[O-].[Na+].[Na+].CC(=O)OCC.[Cl-].[Na+].O. (9) Given the product [NH2:14][C:13]1[N:12]2[N:15]=[CH:16][C:17]([C:18]3[CH:19]=[CH:20][C:21]([N:24]4[CH2:25][CH2:26][N:27]([CH3:30])[CH2:28][CH2:29]4)=[CH:22][CH:23]=3)=[C:11]2[N:10]=[CH:9][C:8]=1[C:5]1[CH:6]=[CH:7][C:2]([NH:1][C:41]([NH:47][C:46]2[CH:48]=[CH:49][CH:50]=[CH:51][C:45]=2[Cl:44])=[O:42])=[CH:3][CH:4]=1, predict the reactants needed to synthesize it. The reactants are: [NH2:1][C:2]1[CH:7]=[CH:6][C:5]([C:8]2[CH:9]=[N:10][C:11]3[N:12]([N:15]=[CH:16][C:17]=3[C:18]3[CH:23]=[CH:22][C:21]([N:24]4[CH2:29][CH2:28][N:27]([CH3:30])[CH2:26][CH2:25]4)=[CH:20][CH:19]=3)[C:13]=2[NH2:14])=[CH:4][CH:3]=1.C1C([N+]([O-])=O)=CC=C([Cl-][C:41]([O-])=[O:42])C=1.[Cl:44][C:45]1[CH:51]=[CH:50][CH:49]=[CH:48][C:46]=1[NH2:47].C([O-])(O)=O.[Na+].